This data is from Full USPTO retrosynthesis dataset with 1.9M reactions from patents (1976-2016). The task is: Predict the reactants needed to synthesize the given product. (1) Given the product [NH3:2].[NH2:2][C:3]1[CH:8]=[CH:7][C:6]([N+:9]([O-:11])=[O:10])=[CH:5][C:4]=1[S:12]([NH2:33])(=[O:15])=[O:13], predict the reactants needed to synthesize it. The reactants are: [Na].[NH2:2][C:3]1[CH:8]=[CH:7][C:6]([N+:9]([O-:11])=[O:10])=[CH:5][C:4]=1[S:12]([OH:15])(=O)=[O:13].S(Cl)(Cl)(=O)=O.P(Cl)(Cl)(Cl)=O.S1(CCCC1)(=O)=O.[NH3:33]. (2) Given the product [F:23][CH:24]([F:35])[C@@H:25]1[N:26]([C:27]2[CH:32]=[CH:31][C:30]([O:33][CH3:34])=[CH:29][CH:28]=2)[C:8](=[O:9])[C@@:7]1([OH:6])[CH3:11], predict the reactants needed to synthesize it. The reactants are: C([C@]1(C)[O:9][C:8](=O)[C@H:7]([CH3:11])[O:6]1)(C)(C)C.C[Si]([N-][Si](C)(C)C)(C)C.[Li+].[F:23][CH:24]([F:35])[CH:25]=[N:26][C:27]1[CH:32]=[CH:31][C:30]([O:33][CH3:34])=[CH:29][CH:28]=1.[Cl-].[NH4+]. (3) Given the product [CH3:22][C:18]1[CH:19]=[CH:20][CH:21]=[C:16]([C:15]#[C:14][C:11]2[CH:12]=[CH:13][C:8]([C:3]3[C:2]([C:31]4[CH:32]=[N:33][NH:34][CH:35]=4)=[CH:6][N:5]([CH3:7])[N:4]=3)=[CH:9][CH:10]=2)[N:17]=1, predict the reactants needed to synthesize it. The reactants are: Br[C:2]1[C:3]([C:8]2[CH:13]=[CH:12][C:11]([C:14]#[C:15][C:16]3[CH:21]=[CH:20][CH:19]=[C:18]([CH3:22])[N:17]=3)=[CH:10][CH:9]=2)=[N:4][N:5]([CH3:7])[CH:6]=1.CC1(C)C(C)(C)OB([C:31]2[CH:32]=[N:33][NH:34][CH:35]=2)O1.C([O-])(O)=O.[Na+].C([O-])([O-])=O.[K+].[K+]. (4) Given the product [I:1][C:2]1[CH:3]=[C:4]([CH:9]=[C:10]([I:12])[CH:11]=1)[C:5]([NH:7][NH:8][C:18](=[O:19])[C:17]1[CH:21]=[CH:22][CH:23]=[C:15]([O:14][CH3:13])[CH:16]=1)=[O:6], predict the reactants needed to synthesize it. The reactants are: [I:1][C:2]1[CH:3]=[C:4]([CH:9]=[C:10]([I:12])[CH:11]=1)[C:5]([NH:7][NH2:8])=[O:6].[CH3:13][O:14][C:15]1[CH:16]=[C:17]([CH:21]=[CH:22][CH:23]=1)[C:18](Cl)=[O:19].N1C=CC=CC=1.O. (5) Given the product [Br:35][C:8]1[C:9]2[N:10]([N:13]=[C:14]([C:28]3[CH:29]=[CH:30][C:31]([F:34])=[CH:32][CH:33]=3)[C:15]=2[C:16]2[CH:21]=[CH:20][N:19]=[C:18]([NH:22][CH:23]3[CH2:24][CH2:25][CH2:26][CH2:27]3)[N:17]=2)[CH:11]=[CH:12][C:7]=1[NH:6][CH:1]1[CH2:2][CH2:3][CH2:4][CH2:5]1, predict the reactants needed to synthesize it. The reactants are: [CH:1]1([NH:6][C:7]2[CH:12]=[CH:11][N:10]3[N:13]=[C:14]([C:28]4[CH:33]=[CH:32][C:31]([F:34])=[CH:30][CH:29]=4)[C:15]([C:16]4[CH:21]=[CH:20][N:19]=[C:18]([NH:22][CH:23]5[CH2:27][CH2:26][CH2:25][CH2:24]5)[N:17]=4)=[C:9]3[CH:8]=2)[CH2:5][CH2:4][CH2:3][CH2:2]1.[Br:35]N1C(=O)CCC1=O.[OH-].[Na+]. (6) Given the product [CH3:18][O:17][C@@H:5]([CH2:6][C:7]1[CH:8]=[CH:9][C:10]([O:13][CH2:14][CH2:15][O:30][C:21]2[CH:22]=[CH:23][C:24]3[C:29](=[CH:28][CH:27]=[CH:26][CH:25]=3)[CH:20]=2)=[CH:11][CH:12]=1)[C:4]([OH:3])=[O:19], predict the reactants needed to synthesize it. The reactants are: C([O:3][C:4](=[O:19])[C@@H:5]([O:17][CH3:18])[CH2:6][C:7]1[CH:12]=[CH:11][C:10]([O:13][CH2:14][CH2:15]Br)=[CH:9][CH:8]=1)C.[CH:20]1[C:29]2[C:24](=[CH:25][CH:26]=[CH:27][CH:28]=2)[CH:23]=[CH:22][C:21]=1[OH:30].CO[C@@H](CC1C=CC(OCCCOC2C=CC=CC=2)=CC=1)C(O)=O.